This data is from Blood-brain barrier permeability classification from the B3DB database. The task is: Regression/Classification. Given a drug SMILES string, predict its absorption, distribution, metabolism, or excretion properties. Task type varies by dataset: regression for continuous measurements (e.g., permeability, clearance, half-life) or binary classification for categorical outcomes (e.g., BBB penetration, CYP inhibition). Dataset: b3db_classification. (1) The compound is CO/N=C(\C(=O)N[C@H]1C(=O)N2C(C(=O)O)=C(CSc3nc(=O)c(=O)[nH]n3C)CS[C@@H]12)c1csc(N)n1. The result is 0 (does not penetrate BBB). (2) The compound is CO/N=C(\C(=O)N[C@H]1C(=O)N(OCC(=O)OCC(=O)OC(C)(C)C)[C@@H]1C)c1csc(N)n1. The result is 0 (does not penetrate BBB). (3) The drug is CN(C(=O)C(Cl)Cl)c1ccc(O)cc1. The result is 0 (does not penetrate BBB). (4) The molecule is CC[C@H]1CC(=O)[C@@H]2Oc3c(OC)ccc4c3[C@@]23CCN(CC2CC2)[C@H](C4)[C@H]13. The result is 1 (penetrates BBB). (5) The drug is CC(C)OC(=O)C(C)NP(=O)(OCC1OC(n2ccc(=O)[nH]c2=O)C(C)(F)C1O)Oc1ccccc1. The result is 0 (does not penetrate BBB). (6) The compound is CCC(C)C(=O)OC1CCC=C2C=CC(C)C(CCC3CC(O)CC(=O)O3)C21. The result is 1 (penetrates BBB).